This data is from Full USPTO retrosynthesis dataset with 1.9M reactions from patents (1976-2016). The task is: Predict the reactants needed to synthesize the given product. Given the product [Cl:1][C:2]1[CH:7]=[CH:6][CH:5]=[CH:4][C:3]=1[C:8]1[C:10]2[C:11](=[N:12][C:13]([S:16][CH3:17])=[N:14][CH:15]=2)[NH:20][N:19]=1, predict the reactants needed to synthesize it. The reactants are: [Cl:1][C:2]1[CH:7]=[CH:6][CH:5]=[CH:4][C:3]=1[C:8]([C:10]1[C:11](Cl)=[N:12][C:13]([S:16][CH3:17])=[N:14][CH:15]=1)=O.[NH2:19][NH2:20].